From a dataset of Catalyst prediction with 721,799 reactions and 888 catalyst types from USPTO. Predict which catalyst facilitates the given reaction. (1) Reactant: [CH2:1](Br)[CH:2]=[CH2:3].[Cl:5][C:6]1[CH:11]=[C:10]([Cl:12])[CH:9]=[CH:8][C:7]=1[N:13]1[C:17]([C:18]2[CH:23]=[CH:22][C:21]([OH:24])=[CH:20][CH:19]=2)=[C:16]([CH3:25])[C:15]([C:26]([NH:28][C:29]2[CH:34]=[CH:33][C:32]([F:35])=[C:31]([F:36])[C:30]=2[OH:37])=[O:27])=[N:14]1.C(=O)([O-])[O-].[Cs+].[Cs+].O. Product: [CH2:1]([O:37][C:30]1[C:31]([F:36])=[C:32]([F:35])[CH:33]=[CH:34][C:29]=1[NH:28][C:26]([C:15]1[C:16]([CH3:25])=[C:17]([C:18]2[CH:19]=[CH:20][C:21]([OH:24])=[CH:22][CH:23]=2)[N:13]([C:7]2[CH:8]=[CH:9][C:10]([Cl:12])=[CH:11][C:6]=2[Cl:5])[N:14]=1)=[O:27])[CH:2]=[CH2:3]. The catalyst class is: 291. (2) Reactant: Br[Si](C)(C)C.[O:6]([C:13]1[CH:35]=[CH:34][C:16]([C:17]([NH:19][C:20]2[CH:21]=[C:22]([P:26](=[O:33])([O:30]CC)[O:27]CC)[CH:23]=[CH:24][CH:25]=2)=[O:18])=[CH:15][CH:14]=1)[C:7]1[CH:12]=[CH:11][CH:10]=[CH:9][CH:8]=1.O. Product: [O:6]([C:13]1[CH:35]=[CH:34][C:16]([C:17]([NH:19][C:20]2[CH:21]=[C:22]([P:26](=[O:27])([OH:33])[OH:30])[CH:23]=[CH:24][CH:25]=2)=[O:18])=[CH:15][CH:14]=1)[C:7]1[CH:8]=[CH:9][CH:10]=[CH:11][CH:12]=1. The catalyst class is: 2. (3) Reactant: [F:1][C:2]1[CH:7]=[C:6]([C:8]([F:11])([F:10])[F:9])[CH:5]=[CH:4][C:3]=1[CH2:12][CH2:13][C:14]([OH:16])=O.C1CN([P+](ON2N=NC3C=CC=CC2=3)(N2CCCC2)N2CCCC2)CC1.F[P-](F)(F)(F)(F)F.[CH2:50]([N:52]1[C:56]([CH2:57][CH2:58][CH2:59][NH2:60])=[CH:55][C:54]([CH3:61])=[N:53]1)[CH3:51].C(N(C(C)C)C(C)C)C. Product: [CH2:50]([N:52]1[C:56]([CH2:57][CH2:58][CH2:59][NH:60][C:14](=[O:16])[CH2:13][CH2:12][C:3]2[CH:4]=[CH:5][C:6]([C:8]([F:9])([F:10])[F:11])=[CH:7][C:2]=2[F:1])=[CH:55][C:54]([CH3:61])=[N:53]1)[CH3:51]. The catalyst class is: 39. (4) Reactant: Cl[C:2]1[C:7]([C:8]#[N:9])=[CH:6][CH:5]=[CH:4][N:3]=1.C(O)C.[CH:13]1([NH2:16])[CH2:15][CH2:14]1. Product: [CH:13]1([NH:16][C:2]2[C:7]([C:8]#[N:9])=[CH:6][CH:5]=[CH:4][N:3]=2)[CH2:15][CH2:14]1. The catalyst class is: 6. (5) Reactant: [ClH:1].O1CCOCC1.C(OC(=O)[NH:14][C:15]1[CH:20]=[CH:19][N:18]2[N:21]=[C:22]([Br:24])[N:23]=[C:17]2[CH:16]=1)(C)(C)C. Product: [ClH:1].[Br:24][C:22]1[N:23]=[C:17]2[CH:16]=[C:15]([NH2:14])[CH:20]=[CH:19][N:18]2[N:21]=1. The catalyst class is: 12. (6) The catalyst class is: 171. Reactant: [N+:1]([C:4]1[CH:30]=[CH:29][C:7]2[C:8](=[O:28])[N:9]([CH2:23][CH2:24][N:25]([CH3:27])[CH3:26])[C:10]3[C:15]([C:6]=2[CH:5]=1)=[CH:14][N:13]=[C:12]1[CH:16]=[C:17]2[O:22][CH2:21][O:20][C:18]2=[CH:19][C:11]=31)([O-])=O.O.NN. Product: [NH2:1][C:4]1[CH:30]=[CH:29][C:7]2[C:8](=[O:28])[N:9]([CH2:23][CH2:24][N:25]([CH3:27])[CH3:26])[C:10]3[C:15]([C:6]=2[CH:5]=1)=[CH:14][N:13]=[C:12]1[CH:16]=[C:17]2[O:22][CH2:21][O:20][C:18]2=[CH:19][C:11]=31.